Dataset: Reaction yield outcomes from USPTO patents with 853,638 reactions. Task: Predict the reaction yield, written as a fraction of the theoretical maximum amount of product (1.0 means a 100% yield; for example, 0.34 means a 34% yield). (1) The reactants are [O:1]1[CH:5]=[CH:4][CH:3]=[C:2]1[C:6]1[O:7][C:8]([CH3:30])=[C:9]([CH2:11][O:12][C:13]2[CH:29]=[CH:28][C:16]([CH2:17][O:18][C:19]3[C:24]([CH2:25][C:26]#N)=[CH:23][CH:22]=[CH:21][N:20]=3)=[CH:15][CH:14]=2)[N:10]=1.COCCO.[OH-:36].[K+].Cl.[OH2:39]. No catalyst specified. The product is [O:1]1[CH:5]=[CH:4][CH:3]=[C:2]1[C:6]1[O:7][C:8]([CH3:30])=[C:9]([CH2:11][O:12][C:13]2[CH:29]=[CH:28][C:16]([CH2:17][O:18][C:19]3[C:24]([CH2:25][C:26]([OH:39])=[O:36])=[CH:23][CH:22]=[CH:21][N:20]=3)=[CH:15][CH:14]=2)[N:10]=1. The yield is 0.630. (2) The reactants are Cl.CN(C)S([N:7]1[CH:11]=[C:10]([CH:12]([OH:19])[C:13]2[CH:18]=[CH:17][CH:16]=[CH:15][CH:14]=2)[N:9]=[C:8]1[Si](C(C)(C)C)(C)C)(=O)=O. The catalyst is CO. The product is [OH:19][CH:12]([C:13]1[CH:14]=[CH:15][CH:16]=[CH:17][CH:18]=1)[C:10]1[NH:9][CH:8]=[N:7][CH:11]=1. The yield is 0.260. (3) The reactants are [Br:1][C:2]1[CH:3]=[CH:4][C:5]([N:8]2[C:12]([C:13]3[O:17][C:16](=[O:18])[NH:15][N:14]=3)=[CH:11][C:10]([C:19]([F:22])([F:21])[F:20])=[N:9]2)=[N:6][CH:7]=1.[CH3:23]CN(C(C)C)C(C)C.ClC(Cl)(OC(=O)OC(Cl)(Cl)Cl)Cl. The catalyst is C(Cl)Cl. The product is [Br:1][C:2]1[CH:3]=[CH:4][C:5]([N:8]2[C:12]([C:13]3[O:17][C:16](=[O:18])[N:15]([CH3:23])[N:14]=3)=[CH:11][C:10]([C:19]([F:20])([F:21])[F:22])=[N:9]2)=[N:6][CH:7]=1. The yield is 0.700. (4) The reactants are [F:1][CH:2]([F:17])[C:3]1[NH:7][C:6]2[CH:8]=[C:9]([N+:14]([O-])=O)[CH:10]=[C:11]([O:12][CH3:13])[C:5]=2[N:4]=1.[C:18](O[C:18]([O:20][C:21]([CH3:24])([CH3:23])[CH3:22])=[O:19])([O:20][C:21]([CH3:24])([CH3:23])[CH3:22])=[O:19].[OH-].[Na+].CC(O)=O. The catalyst is CO.O1CCOCC1.[Pd].C(Cl)Cl.CCOC(C)=O. The product is [F:1][CH:2]([F:17])[C:3]1[NH:7][C:6]2[CH:8]=[C:9]([NH:14][C:18](=[O:19])[O:20][C:21]([CH3:24])([CH3:23])[CH3:22])[CH:10]=[C:11]([O:12][CH3:13])[C:5]=2[N:4]=1. The yield is 0.980. (5) The reactants are [Br:1][C:2]1[CH:3]=[C:4]([OH:9])[CH:5]=[C:6]([F:8])[CH:7]=1.[O:10]1[CH:15]=[CH:14][CH2:13][CH2:12][CH2:11]1.CC1C=CC(S([O-])(=O)=O)=CC=1.C1C=C[NH+]=CC=1. The catalyst is C(Cl)Cl. The product is [Br:1][C:2]1[CH:3]=[C:4]([CH:5]=[C:6]([F:8])[CH:7]=1)[O:9][CH:11]1[CH2:12][CH2:13][CH2:14][CH2:15][O:10]1. The yield is 0.950. (6) The reactants are [C:1]([O:5][C:6](=[O:67])[CH2:7][N:8]1[CH:12]=[CH:11][N:10]=[C:9]1[CH2:13][N:14]([CH2:56][C:57]1[CH:62]=[CH:61][C:60]([O:63][CH2:64][C:65]#[CH:66])=[CH:59][CH:58]=1)[CH2:15][CH2:16][CH2:17][CH2:18][CH2:19][C:20](=[O:55])[NH:21][CH2:22][CH2:23][CH2:24][CH2:25][C@@H:26]([C:48]([O:50][C:51]([CH3:54])([CH3:53])[CH3:52])=[O:49])[NH:27][C:28](=[O:47])[NH:29][C@H:30]([C:40]([O:42][C:43]([CH3:46])([CH3:45])[CH3:44])=[O:41])[CH2:31][CH2:32][C:33]([O:35][C:36]([CH3:39])([CH3:38])[CH3:37])=[O:34])([CH3:4])([CH3:3])[CH3:2].[N:68]([CH2:71][CH2:72][CH2:73][NH2:74])=[N+:69]=[N-:70]. The catalyst is C1COCC1.O.C(Cl)Cl.[Cu].[O-]S([O-])(=O)=O.[Cu+2]. The product is [NH2:74][CH2:73][CH2:72][CH2:71][N:68]1[CH:66]=[C:65]([CH2:64][O:63][C:60]2[CH:61]=[CH:62][C:57]([CH2:56][N:14]([CH2:15][CH2:16][CH2:17][CH2:18][CH2:19][C:20](=[O:55])[NH:21][CH2:22][CH2:23][CH2:24][CH2:25][C@@H:26]([C:48]([O:50][C:51]([CH3:52])([CH3:53])[CH3:54])=[O:49])[NH:27][C:28](=[O:47])[NH:29][C@H:30]([C:40]([O:42][C:43]([CH3:44])([CH3:45])[CH3:46])=[O:41])[CH2:31][CH2:32][C:33]([O:35][C:36]([CH3:38])([CH3:39])[CH3:37])=[O:34])[CH2:13][C:9]3[N:8]([CH2:7][C:6]([O:5][C:1]([CH3:2])([CH3:3])[CH3:4])=[O:67])[CH:12]=[CH:11][N:10]=3)=[CH:58][CH:59]=2)[N:70]=[N:69]1. The yield is 0.570. (7) The reactants are [CH3:1][O:2][C:3]1[CH:4]=[C:5]2[C:10](=[CH:11][C:12]=1[O:13][CH3:14])[N:9]=[CH:8][CH:7]=[C:6]2[O:15][C:16]1[CH:22]=[CH:21][C:19]([NH2:20])=[C:18]([F:23])[CH:17]=1.ClC(Cl)(O[C:28](=[O:34])OC(Cl)(Cl)Cl)Cl.[F:36][C:37]1[CH:44]=[C:43]([F:45])[CH:42]=[CH:41][C:38]=1[CH2:39][NH2:40].C(=O)([O-])O.[Na+]. The catalyst is C1(C)C=CC=CC=1.ClCCl.C(N(CC)CC)C. The product is [F:36][C:37]1[CH:44]=[C:43]([F:45])[CH:42]=[CH:41][C:38]=1[CH2:39][NH:40][C:28]([NH:20][C:19]1[CH:21]=[CH:22][C:16]([O:15][C:6]2[C:5]3[C:10](=[CH:11][C:12]([O:13][CH3:14])=[C:3]([O:2][CH3:1])[CH:4]=3)[N:9]=[CH:8][CH:7]=2)=[CH:17][C:18]=1[F:23])=[O:34]. The yield is 0.800. (8) The reactants are Br[C:2]1[CH:3]=[C:4]2[C:8](=[CH:9][CH:10]=1)[N:7]([C:11]1[CH:16]=[CH:15][CH:14]=[CH:13][CH:12]=1)[C:6](=[O:17])/[C:5]/2=[N:18]\[C:19]1[CH:24]=[CH:23][CH:22]=[C:21]([C:25]([F:28])([F:27])[F:26])[CH:20]=1.[C:29]1(B(O)O)[CH:34]=[CH:33][CH:32]=[CH:31][CH:30]=1.C([O-])([O-])=O.[Na+].[Na+]. The catalyst is C1COCC1.C1C=CC([P]([Pd]([P](C2C=CC=CC=2)(C2C=CC=CC=2)C2C=CC=CC=2)([P](C2C=CC=CC=2)(C2C=CC=CC=2)C2C=CC=CC=2)[P](C2C=CC=CC=2)(C2C=CC=CC=2)C2C=CC=CC=2)(C2C=CC=CC=2)C2C=CC=CC=2)=CC=1. The product is [C:8]1([N:7]2[C:11]3[C:12](=[CH:13][C:14]([C:29]4[CH:34]=[CH:33][CH:32]=[CH:31][CH:30]=4)=[CH:15][CH:16]=3)/[C:5](=[N:18]/[C:19]3[CH:24]=[CH:23][CH:22]=[C:21]([C:25]([F:28])([F:27])[F:26])[CH:20]=3)/[C:6]2=[O:17])[CH:9]=[CH:10][CH:2]=[CH:3][CH:4]=1. The yield is 0.180. (9) The reactants are [C:1]([C:3]1[CH:4]=[C:5]([NH:9][C:10](=[O:33])[NH:11][C:12]2[CH:17]=[CH:16][C:15]([S:18]([NH:21][CH2:22][C:23]3[CH:28]=[CH:27][C:26]([S:29](=[O:32])(=[O:31])[NH2:30])=[CH:25][CH:24]=3)(=[O:20])=[O:19])=[CH:14][CH:13]=2)[CH:6]=[CH:7][CH:8]=1)#[N:2].[N:34]1([C:40](=[O:45])[CH2:41][CH2:42][CH2:43][CH3:44])[CH2:39][CH2:38][NH:37][CH2:36][CH2:35]1. No catalyst specified. The product is [NH:2]=[C:1]([N:37]1[CH2:38][CH2:39][N:34]([C:40](=[O:45])[CH2:41][CH2:42][CH2:43][CH3:44])[CH2:35][CH2:36]1)[C:3]1[CH:4]=[C:5]([NH:9][C:10](=[O:33])[NH:11][C:12]2[CH:17]=[CH:16][C:15]([S:18]([NH:21][CH2:22][C:23]3[CH:28]=[CH:27][C:26]([S:29](=[O:32])(=[O:31])[NH2:30])=[CH:25][CH:24]=3)(=[O:20])=[O:19])=[CH:14][CH:13]=2)[CH:6]=[CH:7][CH:8]=1. The yield is 0.0900. (10) The reactants are OC1C=C(N[C:9]2[N:14]=[C:13]([NH:15][C:16]3[CH:21]=[CH:20][CH:19]=[C:18]([OH:22])[CH:17]=3)[C:12]([F:23])=[CH:11][N:10]=2)C=CC=1.[OH:24][C:25]1[C:26]([CH3:32])=[C:27]([CH:29]=[CH:30][CH:31]=1)[NH2:28].Cl[C:34]1N=C(Cl)C(F)=CN=1. No catalyst specified. The product is [OH:24][C:25]1[C:26]([CH3:32])=[C:27]([NH:28][C:9]2[N:14]=[C:13]([NH:15][C:16]3[CH:21]=[CH:20][CH:19]=[C:18]([OH:22])[C:17]=3[CH3:34])[C:12]([F:23])=[CH:11][N:10]=2)[CH:29]=[CH:30][CH:31]=1. The yield is 0.880.